Predict the product of the given reaction. From a dataset of Forward reaction prediction with 1.9M reactions from USPTO patents (1976-2016). Given the reactants Cl[CH2:2][CH2:3][O:4][C:5]1[CH:10]=[CH:9][C:8]([C:11]2[O:15][C:14]([C:16]3[C:21]([F:22])=[CH:20][CH:19]=[CH:18][C:17]=3[F:23])=[N:13][C:12]=2[C:24]([NH2:26])=[O:25])=[CH:7][CH:6]=1.C([NH:34][CH2:35][CH2:36][OH:37])C1C=CC=CC=1, predict the reaction product. The product is: [F:23][C:17]1[CH:18]=[CH:19][CH:20]=[C:21]([F:22])[C:16]=1[C:14]1[O:15][C:11]([C:8]2[CH:9]=[CH:10][C:5]([O:4][CH2:3][CH2:2][NH:34][CH2:35][CH2:36][OH:37])=[CH:6][CH:7]=2)=[C:12]([C:24]([NH2:26])=[O:25])[N:13]=1.